From a dataset of Catalyst prediction with 721,799 reactions and 888 catalyst types from USPTO. Predict which catalyst facilitates the given reaction. Reactant: [Cl:1][C:2]1[CH:24]=[CH:23][CH:22]=[C:21]([Cl:25])[C:3]=1[O:4][C:5]1[C:18](=[O:19])[N:17]([CH3:20])[C:8]2[N:9]=[C:10](S(C)(=O)=O)[N:11]=[CH:12][C:7]=2[CH:6]=1.[F:26][C:27]1[CH:33]=[CH:32][C:30]([NH2:31])=[CH:29][CH:28]=1.CO. Product: [Cl:1][C:2]1[CH:24]=[CH:23][CH:22]=[C:21]([Cl:25])[C:3]=1[O:4][C:5]1[C:18](=[O:19])[N:17]([CH3:20])[C:8]2[N:9]=[C:10]([NH:31][C:30]3[CH:32]=[CH:33][C:27]([F:26])=[CH:28][CH:29]=3)[N:11]=[CH:12][C:7]=2[CH:6]=1. The catalyst class is: 60.